This data is from Reaction yield outcomes from USPTO patents with 853,638 reactions. The task is: Predict the reaction yield, written as a fraction of the theoretical maximum amount of product (1.0 means a 100% yield; for example, 0.34 means a 34% yield). The reactants are [NH2:1][C:2]1[CH:21]=[CH:20][C:5]([CH2:6][C:7]2[N:12]=[C:11]([Cl:13])[C:10]([CH2:14][C:15]([O:17][CH3:18])=[O:16])=[C:9]([Cl:19])[N:8]=2)=[CH:4][CH:3]=1.[CH:22]1[C:31]2[C:26](=[CH:27][CH:28]=[CH:29][CH:30]=2)[CH:25]=[CH:24][C:23]=1[C:32](O)=[O:33].CCOC(C)=O. The catalyst is C1COCC1. The product is [Cl:19][C:9]1[C:10]([CH2:14][C:15]([O:17][CH3:18])=[O:16])=[C:11]([Cl:13])[N:12]=[C:7]([CH2:6][C:5]2[CH:4]=[CH:3][C:2]([NH:1][C:32]([C:23]3[CH:24]=[CH:25][C:26]4[C:31](=[CH:30][CH:29]=[CH:28][CH:27]=4)[CH:22]=3)=[O:33])=[CH:21][CH:20]=2)[N:8]=1. The yield is 0.780.